Predict which catalyst facilitates the given reaction. From a dataset of Catalyst prediction with 721,799 reactions and 888 catalyst types from USPTO. (1) Reactant: [C:1]([NH:4][C:5]([NH2:7])=[NH:6])(=[O:3])[CH3:2].Cl[CH:9]1[CH2:14][CH2:13][CH2:12][CH2:11][C:10]1=O. Product: [NH:6]1[C:10]2[CH2:11][CH2:12][CH2:13][CH2:14][C:9]=2[N:7]=[C:5]1[NH:4][C:1](=[O:3])[CH3:2]. The catalyst class is: 10. (2) Reactant: [Br:1][C:2]1[CH:7]=[CH:6][C:5]([S:8](Cl)(=[O:10])=[O:9])=[C:4]([F:12])[CH:3]=1.[CH:13]1([NH2:16])[CH2:15][CH2:14]1. Product: [Br:1][C:2]1[CH:7]=[CH:6][C:5]([S:8]([NH:16][CH:13]2[CH2:15][CH2:14]2)(=[O:10])=[O:9])=[C:4]([F:12])[CH:3]=1. The catalyst class is: 4. (3) Reactant: C1C2C(COC([CH2:18][C:19]([N:21]3[CH2:25][C@H:24]([F:26])[CH2:23][C@@H:22]3[C:27]([O:29]C)=O)=[O:20])=O)C3C(=CC=CC=3)C=2C=CC=1.[NH:31]1CCCCC1. Product: [F:26][C@H:24]1[CH2:25][N:21]2[C:19](=[O:20])[CH2:18][NH:31][C:27](=[O:29])[CH:22]2[CH2:23]1. The catalyst class is: 5. (4) Reactant: C1CCN2C(=NCCC2)CC1.[C:12](#[N:16])[CH2:13][C:14]#[N:15].Br[C:18]([C:25]1[N:29]=[C:28]([CH3:30])[O:27][N:26]=1)([CH3:24])[C:19]([O:21][CH2:22][CH3:23])=[O:20]. Product: [C:14]([CH:13]([C:12]#[N:16])[C:18]([CH3:24])([C:25]1[N:29]=[C:28]([CH3:30])[O:27][N:26]=1)[C:19]([O:21][CH2:22][CH3:23])=[O:20])#[N:15]. The catalyst class is: 1. (5) Reactant: [Br:1][C:2]1[CH:3]=[C:4]2[C:9](=[CH:10][CH:11]=1)[O:8][C:7]([CH2:13][CH2:14][CH2:15][OH:16])([CH3:12])[CH2:6][C:5]2=[O:17].[CH3:18][C:19]([Si:22](Cl)([CH3:24])[CH3:23])([CH3:21])[CH3:20].N1C=CN=C1. Product: [Br:1][C:2]1[CH:3]=[C:4]2[C:9](=[CH:10][CH:11]=1)[O:8][C:7]([CH2:13][CH2:14][CH2:15][O:16][Si:22]([C:19]([CH3:21])([CH3:20])[CH3:18])([CH3:24])[CH3:23])([CH3:12])[CH2:6][C:5]2=[O:17]. The catalyst class is: 2. (6) Reactant: C([O:3][C:4]([C:6]1[S:7][C:8]([C:19]2[CH:24]=[CH:23][C:22]([Cl:25])=[CH:21][CH:20]=2)=[C:9]([C:11]2[CH:16]=[CH:15][C:14]([Cl:17])=[CH:13][C:12]=2[Cl:18])[N:10]=1)=[O:5])C.[OH-].[K+].Cl. Product: [Cl:25][C:22]1[CH:21]=[CH:20][C:19]([C:8]2[S:7][C:6]([C:4]([OH:5])=[O:3])=[N:10][C:9]=2[C:11]2[CH:16]=[CH:15][C:14]([Cl:17])=[CH:13][C:12]=2[Cl:18])=[CH:24][CH:23]=1. The catalyst class is: 24.